From a dataset of Peptide-MHC class I binding affinity with 185,985 pairs from IEDB/IMGT. Regression. Given a peptide amino acid sequence and an MHC pseudo amino acid sequence, predict their binding affinity value. This is MHC class I binding data. The MHC is HLA-A03:01 with pseudo-sequence HLA-A03:01. The peptide sequence is LTDEQKNAV. The binding affinity (normalized) is 0.0847.